From a dataset of Full USPTO retrosynthesis dataset with 1.9M reactions from patents (1976-2016). Predict the reactants needed to synthesize the given product. (1) Given the product [F:1][CH:2]([C:4]1[CH:9]=[CH:8][C:7]([C:10]2[C:14]([CH2:15][O:16][C:22]3[CH:27]=[CH:26][C:25]([CH2:28][CH2:29][C:30]([OH:32])=[O:31])=[C:24]([CH3:35])[C:23]=3[CH3:36])=[C:13]([C:17]([F:20])([F:19])[F:18])[S:12][N:11]=2)=[CH:6][CH:5]=1)[CH3:3], predict the reactants needed to synthesize it. The reactants are: [F:1][CH:2]([C:4]1[CH:9]=[CH:8][C:7]([C:10]2[C:14]([CH2:15][OH:16])=[C:13]([C:17]([F:20])([F:19])[F:18])[S:12][N:11]=2)=[CH:6][CH:5]=1)[CH3:3].O[C:22]1[CH:27]=[CH:26][C:25]([CH2:28][CH2:29][C:30]([O:32]CC)=[O:31])=[C:24]([CH3:35])[C:23]=1[CH3:36]. (2) The reactants are: [CH3:1][O:2][C:3](=[O:20])[C:4]1[CH:9]=[C:8]([O:10][CH2:11][C:12]2[S:13][CH:14]=[CH:15][CH:16]=2)[CH:7]=[CH:6][C:5]=1[N+:17]([O-])=O.O.NN. Given the product [NH2:17][C:5]1[CH:6]=[CH:7][C:8]([O:10][CH2:11][C:12]2[S:13][CH:14]=[CH:15][CH:16]=2)=[CH:9][C:4]=1[C:3]([O:2][CH3:1])=[O:20], predict the reactants needed to synthesize it. (3) The reactants are: [CH3:1][C:2]1([C:7]2[S:8][CH:9]=[C:10]([CH2:12][N:13]3[N:17]=[C:16]([NH2:18])[CH:15]=[N:14]3)[N:11]=2)[O:6]CCO1.[C:19]1([C:25]2[O:29][CH:28]=[N:27][C:26]=2[C:30](O)=[O:31])[CH:24]=[CH:23][CH:22]=[CH:21][CH:20]=1. Given the product [C:2]([C:7]1[S:8][CH:9]=[C:10]([CH2:12][N:13]2[N:17]=[C:16]([NH:18][C:30]([C:26]3[N:27]=[CH:28][O:29][C:25]=3[C:19]3[CH:20]=[CH:21][CH:22]=[CH:23][CH:24]=3)=[O:31])[CH:15]=[N:14]2)[N:11]=1)(=[O:6])[CH3:1], predict the reactants needed to synthesize it. (4) The reactants are: CN(C)CCN(C)C.Cl[C:10]([O:12][CH2:13][CH2:14][O:15][CH3:16])=[O:11].[CH3:17][CH:18]1[CH2:27][C:26]2[N:25]=[N:24][C:23]([C:28]3[CH:33]=[CH:32][CH:31]=[C:30]([C:34]([F:37])([F:36])[F:35])[CH:29]=3)=[CH:22][C:21]=2[CH:20]([OH:38])[CH2:19]1.C(=O)([O-])O.[Na+]. Given the product [CH3:16][O:15][CH2:14][CH2:13][O:12][C:10]([O:38][CH:20]1[CH2:19][CH:18]([CH3:17])[CH2:27][C:26]2[N:25]=[N:24][C:23]([C:28]3[CH:33]=[CH:32][CH:31]=[C:30]([C:34]([F:37])([F:36])[F:35])[CH:29]=3)=[CH:22][C:21]1=2)=[O:11], predict the reactants needed to synthesize it. (5) Given the product [C:1]1([CH2:7][CH2:8][CH2:9][C@H:10]([C@H:15]([OH:17])[CH3:16])[C:11]([O:13][CH3:14])=[O:12])[CH:6]=[CH:5][CH:4]=[CH:3][CH:2]=1, predict the reactants needed to synthesize it. The reactants are: [C:1]1(/[CH:7]=[CH:8]/[CH2:9][C@H:10]([C@H:15]([OH:17])[CH3:16])[C:11]([O:13][CH3:14])=[O:12])[CH:6]=[CH:5][CH:4]=[CH:3][CH:2]=1.